The task is: Predict which catalyst facilitates the given reaction.. This data is from Catalyst prediction with 721,799 reactions and 888 catalyst types from USPTO. (1) Reactant: [CH3:1][O:2][C:3](Cl)=[O:4].[Cl:6][C:7]1[C:8]([F:34])=[C:9]([CH:30]=[CH:31][C:32]=1[F:33])[NH:10][C:11]1[C:20]2[C:15](=[CH:16][C:17]([O:28][CH3:29])=[C:18]([O:21][CH:22]3[CH2:27][CH2:26][NH:25][CH2:24][CH2:23]3)[CH:19]=2)[N:14]=[CH:13][N:12]=1.C(N(C(C)C)CC)(C)C. Product: [Cl:6][C:7]1[C:8]([F:34])=[C:9]([CH:30]=[CH:31][C:32]=1[F:33])[NH:10][C:11]1[C:20]2[C:15](=[CH:16][C:17]([O:28][CH3:29])=[C:18]([O:21][CH:22]3[CH2:23][CH2:24][N:25]([C:3]([O:2][CH3:1])=[O:4])[CH2:26][CH2:27]3)[CH:19]=2)[N:14]=[CH:13][N:12]=1. The catalyst class is: 4. (2) Reactant: [CH3:1][N:2]([C:4]([O:6][C:7]([CH3:10])([CH3:9])[CH3:8])=[O:5])[NH2:3].Cl.[C:12](=[NH:17])(OCC)[CH3:13].C(=O)([O-])[O-].[K+].[K+]. Product: [C:7]([O:6][C:4]([N:2]([CH3:1])[NH:3][C:12](=[NH:17])[CH3:13])=[O:5])([CH3:10])([CH3:9])[CH3:8]. The catalyst class is: 3. (3) Reactant: [S:1]1[C:5]2[CH:6]=[CH:7][CH:8]=[CH:9][C:4]=2[C:3]([NH:10][CH2:11][CH2:12][NH2:13])=[N:2]1.C(N(C(C)C)CC)(C)C.[Cl:23][C:24]1[CH:32]=[CH:31][C:27]([C:28](Cl)=[O:29])=[CH:26][CH:25]=1. Product: [S:1]1[C:5]2[CH:6]=[CH:7][CH:8]=[CH:9][C:4]=2[C:3]([NH:10][CH2:11][CH2:12][NH:13][C:28](=[O:29])[C:27]2[CH:31]=[CH:32][C:24]([Cl:23])=[CH:25][CH:26]=2)=[N:2]1. The catalyst class is: 4. (4) The catalyst class is: 19. Reactant: [NH2:1][C:2]1[S:6][C:5]([C:7]2[CH2:11][CH2:10][CH2:9][CH:8]=2)=[N:4][C:3]=1[C:12]([NH:14][C:15]1[CH:16]=[N:17][N:18]([CH3:29])[C:19]=1[C@@H:20]1[CH2:26][CH2:25][C@@H:24]([NH2:27])[C@@H:23]([F:28])[CH2:22][O:21]1)=[O:13]. Product: [NH2:1][C:2]1[S:6][C:5]([CH:7]2[CH2:11][CH2:10][CH2:9][CH2:8]2)=[N:4][C:3]=1[C:12]([NH:14][C:15]1[CH:16]=[N:17][N:18]([CH3:29])[C:19]=1[C@@H:20]1[CH2:26][CH2:25][C@@H:24]([NH2:27])[C@@H:23]([F:28])[CH2:22][O:21]1)=[O:13]. (5) The catalyst class is: 33. Reactant: [Cl:1][C:2]1[CH:38]=[CH:37][C:5]([CH2:6][N:7]2[C:15]3[C:14](=[O:16])[N:13]([CH2:17][CH2:18][CH2:19][O:20]C4CCCCO4)[C:12](=[O:27])[N:11]([CH3:28])[C:10]=3[N:9]=[C:8]2[O:29][C:30]2[CH:31]=[N:32][C:33]([CH3:36])=[CH:34][CH:35]=2)=[CH:4][CH:3]=1. Product: [Cl:1][C:2]1[CH:3]=[CH:4][C:5]([CH2:6][N:7]2[C:15]3[C:14](=[O:16])[N:13]([CH2:17][CH2:18][CH2:19][OH:20])[C:12](=[O:27])[N:11]([CH3:28])[C:10]=3[N:9]=[C:8]2[O:29][C:30]2[CH:31]=[N:32][C:33]([CH3:36])=[CH:34][CH:35]=2)=[CH:37][CH:38]=1.